The task is: Predict the product of the given reaction.. This data is from Forward reaction prediction with 1.9M reactions from USPTO patents (1976-2016). (1) Given the reactants Br[C:2]1[CH:3]=[CH:4][C:5]([O:10][CH2:11][CH3:12])=[C:6]([CH:9]=1)[C:7]#[N:8].[O:13]1[CH2:18]COC[CH2:14]1.COC[B-](F)(F)F.[K+].C(=O)([O-])[O-].[Cs+].[Cs+], predict the reaction product. The product is: [CH2:11]([O:10][C:5]1[CH:4]=[CH:3][C:2]([CH2:14][O:13][CH3:18])=[CH:9][C:6]=1[C:7]#[N:8])[CH3:12]. (2) Given the reactants [CH2:1]([O:3][C:4]1[C:5]([CH2:13]O)=[N:6][CH:7]=[C:8]([O:10][CH2:11][CH3:12])[CH:9]=1)[CH3:2].O=S(Cl)[Cl:17], predict the reaction product. The product is: [Cl:17][CH2:13][C:5]1[C:4]([O:3][CH2:1][CH3:2])=[CH:9][C:8]([O:10][CH2:11][CH3:12])=[CH:7][N:6]=1.[ClH:17]. (3) Given the reactants Br[C:2]1[N:3]=[C:4]2[C:10]3[CH:11]=[CH:12][CH:13]=[CH:14][C:9]=3[NH:8][C:7]3[N:15]=[CH:16][CH:17]=[CH:18][C:6]=3[N:5]2[C:19]=1[C:20]1[CH:25]=[CH:24][C:23]([C:26]2([NH:30][C:31](=[O:37])[O:32][C:33]([CH3:36])([CH3:35])[CH3:34])[CH2:29][CH2:28][CH2:27]2)=[CH:22][CH:21]=1.CC1(C)C(C)(C)OB([C:46]2[CH:55]=[CH:54][C:49]3[C:50](=[O:53])[O:51][CH2:52][C:48]=3[CH:47]=2)O1.C([O-])([O-])=O.[Na+].[Na+], predict the reaction product. The product is: [O:53]=[C:50]1[C:49]2[CH:54]=[CH:55][C:46]([C:2]3[N:3]=[C:4]4[C:10]5[CH:11]=[CH:12][CH:13]=[CH:14][C:9]=5[NH:8][C:7]5[N:15]=[CH:16][CH:17]=[CH:18][C:6]=5[N:5]4[C:19]=3[C:20]3[CH:25]=[CH:24][C:23]([C:26]4([NH:30][C:31](=[O:37])[O:32][C:33]([CH3:35])([CH3:34])[CH3:36])[CH2:29][CH2:28][CH2:27]4)=[CH:22][CH:21]=3)=[CH:47][C:48]=2[CH2:52][O:51]1. (4) Given the reactants C[O:2][C:3](=[O:40])[CH2:4][CH2:5][CH2:6][C:7]#[C:8][C:9]1[CH:14]=[CH:13][C:12]([C:15]([CH2:37][CH3:38])([C:18]2[CH:23]=[CH:22][C:21](/[CH:24]=[CH:25]/[C:26]([OH:35])([C:31]([F:34])([F:33])[F:32])[C:27]([F:30])([F:29])[F:28])=[C:20]([CH3:36])[CH:19]=2)[CH2:16][CH3:17])=[CH:11][C:10]=1[CH3:39].[OH-].[Na+].C(OCC)(=O)C, predict the reaction product. The product is: [CH2:16]([C:15]([C:12]1[CH:13]=[CH:14][C:9]([C:8]#[C:7][CH2:6][CH2:5][CH2:4][C:3]([OH:40])=[O:2])=[C:10]([CH3:39])[CH:11]=1)([C:18]1[CH:23]=[CH:22][C:21](/[CH:24]=[CH:25]/[C:26]([OH:35])([C:31]([F:32])([F:33])[F:34])[C:27]([F:30])([F:28])[F:29])=[C:20]([CH3:36])[CH:19]=1)[CH2:37][CH3:38])[CH3:17].